Dataset: Forward reaction prediction with 1.9M reactions from USPTO patents (1976-2016). Task: Predict the product of the given reaction. (1) Given the reactants [OH:1][C:2]1[CH:3]=[C:4]2[C:8](=[CH:9][CH:10]=1)[NH:7][CH:6]=[CH:5]2.[CH2:11](Br)[C:12]1[CH:17]=[CH:16][CH:15]=[CH:14][CH:13]=1.C([O-])([O-])=O.[Cs+].[Cs+].C1OCCOCCOCCOCCOCCOC1.Cl, predict the reaction product. The product is: [CH2:11]([O:1][C:2]1[CH:3]=[C:4]2[C:8](=[CH:9][CH:10]=1)[NH:7][CH:6]=[CH:5]2)[C:12]1[CH:17]=[CH:16][CH:15]=[CH:14][CH:13]=1. (2) Given the reactants [OH:1][C:2]1[CH:7]=[C:6]([O:8][CH2:9][O:10][CH3:11])[CH:5]=[CH:4][C:3]=1[CH2:12][CH2:13][C:14]([O:16][CH2:17][CH3:18])=[O:15].[H-].[Na+].Cl[C:22]1[C:27]([Cl:28])=[CH:26][C:25]([C:29]([F:32])([F:31])[F:30])=[CH:24][N:23]=1.O, predict the reaction product. The product is: [Cl:28][C:27]1[C:22]([O:1][C:2]2[CH:7]=[C:6]([O:8][CH2:9][O:10][CH3:11])[CH:5]=[CH:4][C:3]=2[CH2:12][CH2:13][C:14]([O:16][CH2:17][CH3:18])=[O:15])=[N:23][CH:24]=[C:25]([C:29]([F:31])([F:30])[F:32])[CH:26]=1. (3) Given the reactants C([O:8][C:9]1[CH:10]=[C:11]([C:15]2[CH:20]=[CH:19][C:18]([CH2:21][NH:22][C:23]3[N:24]([C:55]4[N:56]=[CH:57][N:58]=[C:59]([NH2:62])[C:60]=4[N:61]=3)[C@@H:25]3[O:54][C@H:44]([CH2:45][O:46][Si:47]([C:50]([CH3:53])([CH3:52])[CH3:51])([CH3:49])[CH3:48])[C@@H:35]([O:36][Si:37]([C:40]([CH3:43])([CH3:42])[CH3:41])([CH3:39])[CH3:38])[C@H:26]3[O:27][Si:28]([C:31]([CH3:34])([CH3:33])[CH3:32])([CH3:30])[CH3:29])=[CH:17][CH:16]=2)[CH:12]=[CH:13][CH:14]=1)C1C=CC=CC=1, predict the reaction product. The product is: [Si:28]([O:27][C@@H:26]1[C@H:35]([O:36][Si:37]([C:40]([CH3:41])([CH3:42])[CH3:43])([CH3:39])[CH3:38])[C@@H:44]([CH2:45][O:46][Si:47]([C:50]([CH3:51])([CH3:52])[CH3:53])([CH3:48])[CH3:49])[O:54][C@H:25]1[N:24]1[C:55]2[N:56]=[CH:57][N:58]=[C:59]([NH2:62])[C:60]=2[N:61]=[C:23]1[NH:22][CH2:21][C:18]1[CH:17]=[CH:16][C:15]([C:11]2[CH:12]=[CH:13][CH:14]=[C:9]([OH:8])[CH:10]=2)=[CH:20][CH:19]=1)([C:31]([CH3:33])([CH3:34])[CH3:32])([CH3:29])[CH3:30].